From a dataset of Forward reaction prediction with 1.9M reactions from USPTO patents (1976-2016). Predict the product of the given reaction. Given the reactants [C:1]([O:5][C:6]([NH:8][C:9]1[S:17][C:16]2[C:11](=[N:12][CH:13]=[C:14]([CH:18]3[CH2:21][N:20]([CH3:22])[CH2:19]3)[CH:15]=2)[C:10]=1[C:23]([O:25]C)=[O:24])=[O:7])([CH3:4])([CH3:3])[CH3:2].[Li+].[OH-], predict the reaction product. The product is: [C:1]([O:5][C:6]([NH:8][C:9]1[S:17][C:16]2[C:11](=[N:12][CH:13]=[C:14]([CH:18]3[CH2:19][N:20]([CH3:22])[CH2:21]3)[CH:15]=2)[C:10]=1[C:23]([OH:25])=[O:24])=[O:7])([CH3:4])([CH3:2])[CH3:3].